Dataset: Full USPTO retrosynthesis dataset with 1.9M reactions from patents (1976-2016). Task: Predict the reactants needed to synthesize the given product. (1) Given the product [F:1][C:2]1[CH:11]=[CH:10][C:9]([C:12]([OH:14])=[O:13])=[C:8]2[C:3]=1[CH:4]=[CH:5][CH2:6][O:7]2, predict the reactants needed to synthesize it. The reactants are: [F:1][C:2]1[CH:11]=[CH:10][C:9]([C:12]([O:14]C)=[O:13])=[C:8]2[C:3]=1[CH:4]=[CH:5][CH2:6][O:7]2.[OH-].[Na+].O. (2) Given the product [C:37]([O:41][C:42](=[O:51])[NH:43][CH:44]1[CH2:45][CH2:46][CH:47]([NH:50][C:18](=[O:19])[C:17]2[CH:21]=[C:22]([O:24][C:25]3[CH:30]=[CH:29][C:28]([C:31]#[N:32])=[CH:27][CH:26]=3)[CH:23]=[C:15]([O:14][C:13]3[C:12]([F:36])=[CH:11][C:10]([CH2:9][NH:8][C:6]([O:5][C:1]([CH3:2])([CH3:4])[CH3:3])=[O:7])=[CH:34][C:33]=3[F:35])[CH:16]=2)[CH2:48][CH2:49]1)([CH3:40])([CH3:38])[CH3:39], predict the reactants needed to synthesize it. The reactants are: [C:1]([O:5][C:6]([NH:8][CH2:9][C:10]1[CH:34]=[C:33]([F:35])[C:13]([O:14][C:15]2[CH:16]=[C:17]([CH:21]=[C:22]([O:24][C:25]3[CH:30]=[CH:29][C:28]([C:31]#[N:32])=[CH:27][CH:26]=3)[CH:23]=2)[C:18](O)=[O:19])=[C:12]([F:36])[CH:11]=1)=[O:7])([CH3:4])([CH3:3])[CH3:2].[C:37]([O:41][C:42](=[O:51])[NH:43][CH:44]1[CH2:49][CH2:48][CH:47]([NH2:50])[CH2:46][CH2:45]1)([CH3:40])([CH3:39])[CH3:38]. (3) Given the product [Cl:1][C:2]1[CH:3]=[C:4]2[C:5](=[CH:6][CH:7]=1)[NH:8][C:11](=[O:12])[C:10](=[O:16])[NH:9]2, predict the reactants needed to synthesize it. The reactants are: [Cl:1][C:2]1[CH:3]=[C:4]([NH2:9])[C:5]([NH2:8])=[CH:6][CH:7]=1.[C:10](OCC)(=[O:16])[C:11](OCC)=[O:12]. (4) Given the product [N:9]1([C:7]2[N:8]=[C:3]([NH:1][N:2]=[CH:42][C:38]3[CH:37]=[CH:34][C:33]([O:32][C:28]([F:27])([F:41])[CH:29]([F:30])[F:31])=[CH:40][CH:39]=3)[N:4]=[C:5]([NH:15][C:16]3[CH:17]=[CH:18][C:19]([O:22][C:23]([F:26])([F:25])[F:24])=[CH:20][CH:21]=3)[N:6]=2)[CH2:14][CH2:13][O:12][CH2:11][CH2:10]1, predict the reactants needed to synthesize it. The reactants are: [NH:1]([C:3]1[N:8]=[C:7]([N:9]2[CH2:14][CH2:13][O:12][CH2:11][CH2:10]2)[N:6]=[C:5]([NH:15][C:16]2[CH:21]=[CH:20][C:19]([O:22][C:23]([F:26])([F:25])[F:24])=[CH:18][CH:17]=2)[N:4]=1)[NH2:2].[F:27][C:28]([F:41])([O:32][C:33]1[CH:40]=[CH:39][CH:38]=[CH:37][C:34]=1C=O)[CH:29]([F:31])[F:30].[CH2:42](O)C.O. (5) Given the product [F:30][C:31]1[CH:32]=[CH:33][C:34]([CH2:37][C:38]([NH:40][C:41](=[O:42])[NH:1][C:2]2[CH:29]=[CH:28][C:5]([O:6][C:7]3[CH:12]=[CH:11][N:10]=[C:9]([NH:13][C:14]([N:16]4[CH2:17][CH2:18][CH:19]([CH2:22][N:23]5[CH2:27][CH2:26][CH2:25][CH2:24]5)[CH2:20][CH2:21]4)=[O:15])[CH:8]=3)=[CH:4][CH:3]=2)=[O:39])=[CH:35][CH:36]=1, predict the reactants needed to synthesize it. The reactants are: [NH2:1][C:2]1[CH:29]=[CH:28][C:5]([O:6][C:7]2[CH:12]=[CH:11][N:10]=[C:9]([NH:13][C:14]([N:16]3[CH2:21][CH2:20][CH:19]([CH2:22][N:23]4[CH2:27][CH2:26][CH2:25][CH2:24]4)[CH2:18][CH2:17]3)=[O:15])[CH:8]=2)=[CH:4][CH:3]=1.[F:30][C:31]1[CH:36]=[CH:35][C:34]([CH2:37][C:38]([N:40]=[C:41]=[O:42])=[O:39])=[CH:33][CH:32]=1. (6) The reactants are: N([C:3]([CH3:9])([CH3:8])[C:4]([O:6]C)=[O:5])=N[C:3]([CH3:9])([CH3:8])[C:4]([O:6]C)=[O:5].C(O)(=O)C(C)=C.[C:23]([O:28][CH2:29][CH3:30])(=[O:27])[C:24]([CH3:26])=[CH2:25]. Given the product [C:23]([O:28][CH2:29][CH3:30])(=[O:27])[C:24]([CH3:26])=[CH2:25].[C:4]([OH:6])(=[O:5])[C:3]([CH3:9])=[CH2:8], predict the reactants needed to synthesize it. (7) Given the product [NH:24]1[C:25]2[CH:30]=[CH:29][CH:28]=[CH:27][C:26]=2[N:22]=[C:23]1[C:31]1[C:35]([NH:36][C:3](=[O:18])[C:4]2[CH:9]=[CH:8][CH:7]=[CH:6][C:5]=2[O:10][CH2:11][CH2:12][N:13]2[CH2:14][CH2:15][CH2:16][CH2:17]2)=[CH:34][NH:33][N:32]=1, predict the reactants needed to synthesize it. The reactants are: CO[C:3](=[O:18])[C:4]1[CH:9]=[CH:8][CH:7]=[CH:6][C:5]=1[O:10][CH2:11][CH2:12][N:13]1[CH2:17][CH2:16][CH2:15][CH2:14]1.[OH-].[Li+].Cl.[NH:22]1[C:26]2[CH:27]=[CH:28][CH:29]=[CH:30][C:25]=2[N:24]=[C:23]1[C:31]1[C:35]([NH2:36])=[CH:34][NH:33][N:32]=1.C(Cl)CCl.C1C=CC2N(O)N=NC=2C=1.